From a dataset of Reaction yield outcomes from USPTO patents with 853,638 reactions. Predict the reaction yield, written as a fraction of the theoretical maximum amount of product (1.0 means a 100% yield; for example, 0.34 means a 34% yield). The reactants are [NH2:1][C:2]1[CH:7]=[C:6]([O:8][CH2:9][CH2:10][O:11][CH3:12])[CH:5]=[CH:4][C:3]=1/[CH:13]=[CH:14]/[C:15]([O-:17])=[O:16].[F:18][C:19]1[CH:27]=[C:26]([F:28])[CH:25]=[CH:24][C:20]=1[C:21](Cl)=[O:22].[CH2:29](N(CC)CC)[CH3:30]. The catalyst is O1CCCC1. The product is [F:18][C:19]1[CH:27]=[C:26]([F:28])[CH:25]=[CH:24][C:20]=1[C:21]([NH:1][C:2]1[CH:7]=[C:6]([O:8][CH2:9][CH2:10][O:11][CH3:12])[CH:5]=[CH:4][C:3]=1/[CH:13]=[CH:14]/[C:15]([O:17][CH2:29][CH3:30])=[O:16])=[O:22]. The yield is 0.760.